The task is: Predict which catalyst facilitates the given reaction.. This data is from Catalyst prediction with 721,799 reactions and 888 catalyst types from USPTO. (1) Reactant: [NH:1]1[C:9]2[C:4](=[CH:5][CH:6]=[CH:7][CH:8]=2)[CH2:3][CH2:2]1.[CH2:10]1[O:13][C@H:11]1[CH3:12]. Product: [OH:13][CH:11]([CH3:12])[CH2:10][N:1]1[C:9]2[C:4](=[CH:5][CH:6]=[CH:7][CH:8]=2)[CH2:3][CH2:2]1. The catalyst class is: 8. (2) Product: [Br:20][C:18]1[CH:19]=[C:14]([NH:1][C:2]2[N:7]=[CH:6][C:5]([C:8]([CH3:12])([CH3:11])[C:9]#[N:10])=[CH:4][CH:3]=2)[C:15](=[O:22])[N:16]([CH3:21])[CH:17]=1. Reactant: [NH2:1][C:2]1[N:7]=[CH:6][C:5]([C:8]([CH3:12])([CH3:11])[C:9]#[N:10])=[CH:4][CH:3]=1.Br[C:14]1[C:15](=[O:22])[N:16]([CH3:21])[CH:17]=[C:18]([Br:20])[CH:19]=1.CC1(C)C2C(=C(P(C3C=CC=CC=3)C3C=CC=CC=3)C=CC=2)OC2C(P(C3C=CC=CC=3)C3C=CC=CC=3)=CC=CC1=2.C(=O)([O-])[O-].[Cs+].[Cs+]. The catalyst class is: 102.